Dataset: Reaction yield outcomes from USPTO patents with 853,638 reactions. Task: Predict the reaction yield, written as a fraction of the theoretical maximum amount of product (1.0 means a 100% yield; for example, 0.34 means a 34% yield). (1) The reactants are C([O:5][C:6](=[O:45])[C:7]([O:10]/[N:11]=[C:12](/[C:32]1[N:33]=[C:34]([NH:37]C(OC(C)(C)C)=O)[S:35][CH:36]=1)\[C:13]([NH:15][C@@H:16]1[C:19](=[O:20])[N:18]([S:21]([OH:24])(=[O:23])=[O:22])[C@@H:17]1[CH2:25][N:26]1[N:30]=[N:29][C:28]([CH3:31])=[N:27]1)=[O:14])([CH3:9])[CH3:8])(C)(C)C.C(O)(C(F)(F)F)=O. The catalyst is C(Cl)Cl. The product is [NH2:37][C:34]1[S:35][CH:36]=[C:32](/[C:12](=[N:11]/[O:10][C:7]([CH3:9])([CH3:8])[C:6]([OH:45])=[O:5])/[C:13]([NH:15][C@@H:16]2[C:19](=[O:20])[N:18]([S:21]([OH:24])(=[O:22])=[O:23])[C@@H:17]2[CH2:25][N:26]2[N:30]=[N:29][C:28]([CH3:31])=[N:27]2)=[O:14])[N:33]=1. The yield is 0.240. (2) The reactants are [S:1]1[CH2:5][CH2:4][N:3]=[C:2]1[NH:6][C:7]([C:9]1[CH:10]=[C:11](B(O)O)[CH:12]=[CH:13][CH:14]=1)=[O:8].I[C:19]1[C:27]2[C:22](=[N:23][CH:24]=[N:25][C:26]=2[NH2:28])[N:21]([CH:29]([CH3:31])[CH3:30])[N:20]=1.C([O-])([O-])=O.[Na+].[Na+]. The catalyst is CCO.COCCOC.C1C=CC([P]([Pd]([P](C2C=CC=CC=2)(C2C=CC=CC=2)C2C=CC=CC=2)([P](C2C=CC=CC=2)(C2C=CC=CC=2)C2C=CC=CC=2)[P](C2C=CC=CC=2)(C2C=CC=CC=2)C2C=CC=CC=2)(C2C=CC=CC=2)C2C=CC=CC=2)=CC=1. The product is [NH2:28][C:26]1[N:25]=[CH:24][N:23]=[C:22]2[N:21]([CH:29]([CH3:31])[CH3:30])[N:20]=[C:19]([C:11]3[CH:10]=[C:9]([CH:14]=[CH:13][CH:12]=3)[C:7]([NH:6][C:2]3[S:1][CH2:5][CH2:4][N:3]=3)=[O:8])[C:27]=12. The yield is 0.670. (3) The reactants are [Br:1][C:2]1[CH:3]=[C:4]2[C:8](=[CH:9][CH:10]=1)[NH:7][N:6]=[C:5]2[C:11]([O:13][CH3:14])=[O:12].C1(C)C=CC(S([O-])(=O)=O)=CC=1.[NH+]1C=CC=CC=1.[O:32]1[CH:37]=[CH:36][CH2:35][CH2:34][CH2:33]1. The catalyst is ClC(Cl)C. The product is [Br:1][C:2]1[CH:3]=[C:4]2[C:8](=[CH:9][CH:10]=1)[N:7]([CH:33]1[CH2:34][CH2:35][CH2:36][CH2:37][O:32]1)[N:6]=[C:5]2[C:11]([O:13][CH3:14])=[O:12]. The yield is 0.820.